Task: Predict which catalyst facilitates the given reaction.. Dataset: Catalyst prediction with 721,799 reactions and 888 catalyst types from USPTO (1) Product: [F:1][C:2]1[CH:3]=[CH:4][C:5]([CH2:6][N:7]2[CH2:12][CH2:11][N:10]3[C:13](=[O:14])[N:15]([CH3:16])[C:31](=[O:33])[C:30]([OH:37])=[C:9]3[C:8]2=[O:17])=[CH:18][CH:19]=1. The catalyst class is: 3. Reactant: [F:1][C:2]1[CH:19]=[CH:18][C:5]([CH2:6][N:7]2[CH2:12][CH2:11][N:10]([C:13]([NH:15][CH3:16])=[O:14])[CH2:9][C:8]2=[O:17])=[CH:4][CH:3]=1.C[Si]([N-][Si](C)(C)C)(C)C.[Li+].[C:30]([O:37]CC)(=O)[C:31]([O:33]CC)=O. (2) Reactant: [F:1][C:2]1[CH:3]=[C:4]([CH:8]=[CH:9][C:10]=1[O:11][CH3:12])[C:5](Cl)=[O:6].[NH2:13][C:14]([CH3:30])([CH2:17][N:18]1[CH:26]=[C:25]2[C:20]([C:21]([Cl:29])=[C:22]([Cl:28])[CH:23]=[C:24]2[Cl:27])=[N:19]1)[C:15]#[N:16]. Product: [C:15]([C:14]([NH:13][C:5](=[O:6])[C:4]1[CH:8]=[CH:9][C:10]([O:11][CH3:12])=[C:2]([F:1])[CH:3]=1)([CH3:30])[CH2:17][N:18]1[CH:26]=[C:25]2[C:20]([C:21]([Cl:29])=[C:22]([Cl:28])[CH:23]=[C:24]2[Cl:27])=[N:19]1)#[N:16]. The catalyst class is: 1. (3) Reactant: C(O[C:6](=O)[NH:7][CH2:8][CH2:9][C:10](=O)[N:11]([CH2:13][CH2:14][C@:15]1([OH:29])[CH2:20][C@H:19]2[CH2:21][CH2:22][C@@H:16]1[CH:17]=[C:18]2[C:23]1[CH:28]=[CH:27][CH:26]=[CH:25][CH:24]=1)[CH3:12])(C)(C)C.COCCO[AlH2-]OCCOC.[Na+]. Product: [CH3:12][N:11]([CH2:10][CH2:9][CH2:8][NH:7][CH3:6])[CH2:13][CH2:14][C:15]1([OH:29])[CH2:20][CH:19]2[CH2:21][CH2:22][CH:16]1[CH:17]=[C:18]2[C:23]1[CH:24]=[CH:25][CH:26]=[CH:27][CH:28]=1. The catalyst class is: 1. (4) Reactant: [CH3:1][C:2]1[N:3]=[C:4]2[CH:9]=[C:8]([C:10]3[CH:15]=[CH:14][CH:13]=[CH:12][CH:11]=3)[C:7]([C:16]3[CH:21]=[CH:20][C:19]([C:22]4([NH2:26])[CH2:25][CH2:24][CH2:23]4)=[CH:18][CH:17]=3)=[N:6][N:5]2[C:27]=1[CH:28]=[CH2:29].C(O)C. Product: [CH2:28]([C:27]1[N:5]2[N:6]=[C:7]([C:16]3[CH:17]=[CH:18][C:19]([C:22]4([NH2:26])[CH2:23][CH2:24][CH2:25]4)=[CH:20][CH:21]=3)[C:8]([C:10]3[CH:11]=[CH:12][CH:13]=[CH:14][CH:15]=3)=[CH:9][C:4]2=[N:3][C:2]=1[CH3:1])[CH3:29]. The catalyst class is: 78. (5) Reactant: [CH2:1]([N:3](CC)CC)C.CN.Cl[P:11]1[O:16][C:15]2[CH:17]=[CH:18][CH:19]=[C:20]3[CH:21]=[CH:22][CH:23]=[C:13]([C:14]=23)[O:12]1.CCCCCC. Product: [CH3:1][NH:3][P:11]1[O:16][C:15]2[CH:17]=[CH:18][CH:19]=[C:20]3[CH:21]=[CH:22][CH:23]=[C:13]([C:14]=23)[O:12]1. The catalyst class is: 11. (6) Product: [NH:32]1[CH2:33][CH2:34][CH2:35][C@H:30]([NH:29][C:20]2[C:19]([CH3:43])=[C:18]([NH:8][C:9]3[CH:10]=[CH:11][C:12]([O:15][CH2:16][CH3:17])=[CH:13][CH:14]=3)[N:23]3[N:24]=[CH:25][CH:26]=[C:22]3[C:21]=2[C:27]#[N:28])[CH2:31]1.[F:44][C:45]([F:50])([F:49])[C:46]([O-:48])=[O:47]. The catalyst class is: 4. Reactant: C(OC([N:8]([C:18]1[N:23]2[N:24]=[CH:25][CH:26]=[C:22]2[C:21]([C:27]#[N:28])=[C:20]([NH:29][C@H:30]2[CH2:35][CH2:34][CH2:33][N:32](C(OC(C)(C)C)=O)[CH2:31]2)[C:19]=1[CH3:43])[C:9]1[CH:14]=[CH:13][C:12]([O:15][CH2:16][CH3:17])=[CH:11][CH:10]=1)=O)(C)(C)C.[F:44][C:45]([F:50])([F:49])[C:46]([OH:48])=[O:47].